From a dataset of Full USPTO retrosynthesis dataset with 1.9M reactions from patents (1976-2016). Predict the reactants needed to synthesize the given product. (1) Given the product [Cl:20][C:7]1[C:6]([Cl:5])=[C:11]([CH3:12])[CH:10]=[CH:9][C:8]=1[F:13], predict the reactants needed to synthesize it. The reactants are: N([O-])=O.[Na+].[Cl:5][C:6]1[C:11]([CH3:12])=[CH:10][CH:9]=[C:8]([F:13])[C:7]=1N.C(OCC)C.[ClH:20]. (2) Given the product [CH2:1]([O:8][C:9](=[O:10])[NH:11][C@H:12]([C:17]([N:41]1[CH2:46][CH2:45][O:44][CH2:43][CH2:42]1)=[O:18])[CH2:13][C:14]([NH:19][C:20]1[CH:25]=[CH:24][CH:23]=[CH:22][CH:21]=1)=[O:15])[C:2]1[CH:7]=[CH:6][CH:5]=[CH:4][CH:3]=1, predict the reactants needed to synthesize it. The reactants are: [CH2:1]([O:8][C:9]([NH:11][C@@H:12]1[C:17](=[O:18])S[C:14](=[O:15])[CH2:13]1)=[O:10])[C:2]1[CH:7]=[CH:6][CH:5]=[CH:4][CH:3]=1.[NH2:19][C:20]1[CH:25]=[CH:24][CH:23]=[CH:22][CH:21]=1.[N+](C1C=C([N+]([O-])=O)C=CC=1S([N:41]1[CH2:46][CH2:45][O:44][CH2:43][CH2:42]1)(=O)=O)([O-])=O.